The task is: Predict which catalyst facilitates the given reaction.. This data is from Catalyst prediction with 721,799 reactions and 888 catalyst types from USPTO. (1) The catalyst class is: 27. Reactant: [ClH:1].C(OCC)C.[CH3:7][O:8][N:9]([CH3:25])[C:10]1[N:15]=[C:14]([NH:16][CH:17]([CH3:20])[C:18]#[CH:19])[N:13]=[C:12]([NH:21][CH2:22][CH2:23][CH3:24])[N:11]=1. Product: [ClH:1].[CH3:7][O:8][N:9]([CH3:25])[C:10]1[N:15]=[C:14]([NH:16][CH:17]([CH3:20])[C:18]#[CH:19])[N:13]=[C:12]([NH:21][CH2:22][CH2:23][CH3:24])[N:11]=1. (2) Reactant: [CH3:1][N:2]1[C:6]2[CH:7]=[CH:8][C:9]([C:11](O)=[O:12])=[CH:10][C:5]=2[N:4]=[C:3]1[NH:14][C:15]1[S:16][C:17]2[CH:23]=[C:22]([O:24][C:25]([F:28])([F:27])[F:26])[CH:21]=[CH:20][C:18]=2[N:19]=1.[NH2:29][CH2:30][CH2:31][C@@H:32]([CH3:35])[CH2:33][OH:34].CN(C(ON1N=NC2C=CC=CC1=2)=[N+](C)C)C.F[P-](F)(F)(F)(F)F.CCN(C(C)C)C(C)C. Product: [OH:34][CH2:33][C@H:32]([CH3:35])[CH2:31][CH2:30][NH:29][C:11]([C:9]1[CH:8]=[CH:7][C:6]2[N:2]([CH3:1])[C:3]([NH:14][C:15]3[S:16][C:17]4[CH:23]=[C:22]([O:24][C:25]([F:26])([F:28])[F:27])[CH:21]=[CH:20][C:18]=4[N:19]=3)=[N:4][C:5]=2[CH:10]=1)=[O:12]. The catalyst class is: 3. (3) Reactant: Cl[C:2]1[N:7]=[C:6]([CH3:8])[N:5]=[C:4]([C:9]2[CH:10]=[CH:11][C:12]3[O:17][CH2:16][CH2:15][N:14]([C:18]4[S:19][C:20]5[C:21](=[O:29])[NH:22][C:23]([CH3:28])([CH3:27])[CH2:24][C:25]=5[N:26]=4)[C:13]=3[CH:30]=2)[CH:3]=1.C(OC=C)(=O)C.C(N(CC)CC)C.C1(P(C2C=CC=CC=2)CCCP(C2C=CC=CC=2)C2C=CC=CC=2)C=CC=CC=1. Product: [CH3:27][C:23]1([CH3:28])[NH:22][C:21](=[O:29])[C:20]2[S:19][C:18]([N:14]3[C:13]4[CH:30]=[C:9]([C:4]5[CH:3]=[CH:2][N:7]=[C:6]([CH3:8])[N:5]=5)[CH:10]=[CH:11][C:12]=4[O:17][CH2:16][CH2:15]3)=[N:26][C:25]=2[CH2:24]1. The catalyst class is: 274. (4) Reactant: [N:1]1[CH:6]=[CH:5][CH:4]=[CH:3][C:2]=1[N:7]1[C:11]([NH:12][C:13]2[CH:21]=[CH:20][CH:19]=[CH:18][C:14]=2[C:15](O)=O)=[CH:10][CH:9]=[N:8]1.P(Cl)(Cl)([Cl:24])=O.[OH-].[Na+]. Product: [Cl:24][C:15]1[C:14]2[C:13](=[CH:21][CH:20]=[CH:19][CH:18]=2)[N:12]=[C:11]2[N:7]([C:2]3[CH:3]=[CH:4][CH:5]=[CH:6][N:1]=3)[N:8]=[CH:9][C:10]=12. The catalyst class is: 6.